This data is from Forward reaction prediction with 1.9M reactions from USPTO patents (1976-2016). The task is: Predict the product of the given reaction. Given the reactants [F:1][C:2]1[CH:3]=[C:4]2[C:10]([C:11]3[N:16]=[C:15]([S:17][CH3:18])[CH:14]=[CH:13][N:12]=3)=[N:9][N:8]([C:19]([C:32]3[CH:37]=[CH:36][CH:35]=[CH:34][CH:33]=3)([C:26]3[CH:31]=[CH:30][CH:29]=[CH:28][CH:27]=3)[C:20]3[CH:25]=[CH:24][CH:23]=[CH:22][CH:21]=3)[C:5]2=[N:6][CH:7]=1.FC1C=C2C(B3OC(C)(C)C(C)(C)[O:49]3)=NN(C(C3C=CC=CC=3)(C3C=CC=CC=3)C3C=CC=CC=3)C2=NC=1.C1C=C(Cl)C=C(C(OO)=O)C=1, predict the reaction product. The product is: [F:1][C:2]1[CH:3]=[C:4]2[C:10]([C:11]3[N:16]=[C:15]([S:17]([CH3:18])=[O:49])[CH:14]=[CH:13][N:12]=3)=[N:9][N:8]([C:19]([C:26]3[CH:27]=[CH:28][CH:29]=[CH:30][CH:31]=3)([C:32]3[CH:33]=[CH:34][CH:35]=[CH:36][CH:37]=3)[C:20]3[CH:25]=[CH:24][CH:23]=[CH:22][CH:21]=3)[C:5]2=[N:6][CH:7]=1.